This data is from Catalyst prediction with 721,799 reactions and 888 catalyst types from USPTO. The task is: Predict which catalyst facilitates the given reaction. (1) Reactant: [CH3:1][C:2]1[CH:7]=[CH:6][N:5]2[C:8]([C:11]([O:13]CC)=[O:12])=[CH:9][N:10]=[C:4]2[CH:3]=1.[Li+].[OH-]. Product: [CH3:1][C:2]1[CH:7]=[CH:6][N:5]2[C:8]([C:11]([OH:13])=[O:12])=[CH:9][N:10]=[C:4]2[CH:3]=1. The catalyst class is: 36. (2) Reactant: [Cl:1][CH2:2][C:3]([NH:5][OH:6])=[NH:4].[C:7](Cl)(=O)[CH2:8][CH3:9].C(N(CC)CC)C.[Cl-].[Na+]. Product: [Cl:1][CH2:2][C:3]1[N:4]=[C:7]([CH2:8][CH3:9])[O:6][N:5]=1. The catalyst class is: 9. (3) Reactant: [CH2:1]([C:5]1[O:6][C:7]2[CH:22]=[CH:21][C:20]([N+:23]([O-:25])=[O:24])=[CH:19][C:8]=2[C:9]=1[C:10]([C:12]1[CH:17]=[CH:16][C:15]([OH:18])=[CH:14][CH:13]=1)=[O:11])[CH2:2][CH2:3][CH3:4].[OH-].[Na+].[CH2:28]([CH:30]1[O:32][CH2:31]1)Br. Product: [CH2:1]([C:5]1[O:6][C:7]2[CH:22]=[CH:21][C:20]([N+:23]([O-:25])=[O:24])=[CH:19][C:8]=2[C:9]=1[C:10]([C:12]1[CH:13]=[CH:14][C:15]([O:18][CH2:28][CH:30]2[CH2:31][O:32]2)=[CH:16][CH:17]=1)=[O:11])[CH2:2][CH2:3][CH3:4]. The catalyst class is: 32.